From a dataset of Reaction yield outcomes from USPTO patents with 853,638 reactions. Predict the reaction yield, written as a fraction of the theoretical maximum amount of product (1.0 means a 100% yield; for example, 0.34 means a 34% yield). (1) The reactants are [OH:1][C:2]1[CH:3]=[C:4]([CH2:8][CH2:9][CH2:10][NH:11][C:12]2[N:17]=[C:16]([CH3:18])[C:15]([C:19]([NH:21][C@@H:22]([CH2:26][NH:27][C:28]([C:30]3[S:31][CH:32]=[CH:33][CH:34]=3)=[O:29])[C:23]([OH:25])=[O:24])=[O:20])=[C:14]([CH3:35])[N:13]=2)[CH:5]=[CH:6][CH:7]=1.S(Cl)(Cl)=O.[CH3:40][CH:41](O)[CH3:42]. The catalyst is O1CCOCC1.CCOC(C)=O. The product is [CH:41]([O:24][C:23](=[O:25])[C@@H:22]([NH:21][C:19]([C:15]1[C:16]([CH3:18])=[N:17][C:12]([NH:11][CH2:10][CH2:9][CH2:8][C:4]2[CH:5]=[CH:6][CH:7]=[C:2]([OH:1])[CH:3]=2)=[N:13][C:14]=1[CH3:35])=[O:20])[CH2:26][NH:27][C:28]([C:30]1[S:31][CH:32]=[CH:33][CH:34]=1)=[O:29])([CH3:42])[CH3:40]. The yield is 0.490. (2) The reactants are [OH:1][C:2]1[C:3]([C:11]([OH:13])=[O:12])=[N:4][C:5](Br)=[CH:6][C:7]=1[O:8][CH3:9].CCO.C(N(CC)CC)C. The catalyst is Cl.[Pd]. The product is [OH:1][C:2]1[C:3]([C:11]([OH:13])=[O:12])=[N:4][CH:5]=[CH:6][C:7]=1[O:8][CH3:9]. The yield is 0.850. (3) The reactants are [C:1]1([C:7]2[CH:12]=[C:11]([CH2:13][S:14]([N:17]3[CH2:22][CH2:21][O:20][CH2:19][CH2:18]3)(=[O:16])=[O:15])[CH:10]=[CH:9][C:8]=2[NH:23][C:24]([C:26]2[N:27](COCC[Si](C)(C)C)[CH:28]=[C:29]([C:31]#[N:32])[N:30]=2)=[O:25])[CH2:6][CH2:5][CH2:4][CH2:3][CH:2]=1.C(O)(C(F)(F)F)=O. The catalyst is C(Cl)Cl.CCO. The product is [C:1]1([C:7]2[CH:12]=[C:11]([CH2:13][S:14]([N:17]3[CH2:22][CH2:21][O:20][CH2:19][CH2:18]3)(=[O:15])=[O:16])[CH:10]=[CH:9][C:8]=2[NH:23][C:24]([C:26]2[NH:27][CH:28]=[C:29]([C:31]#[N:32])[N:30]=2)=[O:25])[CH2:6][CH2:5][CH2:4][CH2:3][CH:2]=1. The yield is 0.950. (4) The reactants are [CH3:1][C:2]1[C:10]([CH3:11])=[CH:9][C:5]2[NH:6][N:7]=[N:8][C:4]=2[CH:3]=1.[OH-].[Na+].[Cl:14][CH2:15][CH2:16][CH2:17][CH2:18]Br. The catalyst is [Br-].C([N+](CCCC)(CCCC)CCCC)CCC. The product is [Cl:14][CH2:15][CH2:16][CH2:17][CH2:18][N:8]1[C:4]2[CH:3]=[C:2]([CH3:1])[C:10]([CH3:11])=[CH:9][C:5]=2[N:6]=[N:7]1. The yield is 0.732. (5) The reactants are Cl[C:2]1[O:3][C:4]([C:7]2[CH:12]=[CH:11][C:10]([C:13]([F:16])([F:15])[F:14])=[CH:9][CH:8]=2)=[CH:5][N:6]=1.[NH2:17][C:18]1[CH:19]=[C:20]([NH:24][S:25]([CH3:28])(=[O:27])=[O:26])[CH:21]=[CH:22][CH:23]=1. The catalyst is CC(O)C. The product is [F:14][C:13]([F:16])([F:15])[C:10]1[CH:11]=[CH:12][C:7]([C:4]2[O:3][C:2]([NH:17][C:18]3[CH:19]=[C:20]([NH:24][S:25]([CH3:28])(=[O:27])=[O:26])[CH:21]=[CH:22][CH:23]=3)=[N:6][CH:5]=2)=[CH:8][CH:9]=1. The yield is 0.410. (6) The reactants are [CH:1]1[C:9]2[C:8]3[CH:10]=[CH:11][CH:12]=[CH:13][C:7]=3[Se:6][C:5]=2[CH:4]=[CH:3][CH:2]=1.C([Li])(CC)C.C(O[B:23]1[O:27][C:26]([CH3:29])([CH3:28])[C:25]([CH3:31])([CH3:30])[O:24]1)(C)C. The catalyst is C1COCC1. The product is [CH:1]1[C:9]2[C:8]3[CH:10]=[CH:11][CH:12]=[CH:13][C:7]=3[Se:6][C:5]=2[C:4]([B:23]2[O:27][C:26]([CH3:29])([CH3:28])[C:25]([CH3:31])([CH3:30])[O:24]2)=[CH:3][CH:2]=1. The yield is 0.650. (7) The reactants are [F:1][C:2]1[CH:3]=[C:4]([CH:8]=[CH:9][C:10]=1[N+:11]([O-:13])=[O:12])[C:5]([OH:7])=[O:6].[CH3:14]O. The catalyst is CCOC(C)=O. The product is [F:1][C:2]1[CH:3]=[C:4]([CH:8]=[CH:9][C:10]=1[N+:11]([O-:13])=[O:12])[C:5]([O:7][CH3:14])=[O:6]. The yield is 0.960. (8) The reactants are [CH3:1][O:2][C:3]1[CH:8]=[CH:7][C:6]([N:9]2[C:13]3[C:14](=[O:31])[N:15]([C:18]4[CH:23]=[CH:22][C:21]([N:24]5[CH:29]=[CH:28][CH:27]=[CH:26][C:25]5=[O:30])=[CH:20][CH:19]=4)[CH2:16][CH2:17][C:12]=3[C:11]([C:32]#[N:33])=[N:10]2)=[CH:5][CH:4]=1.[N-:34]=[N+:35]=[N-:36].[Na+].[NH4+].[Cl-].C(Cl)(C1C=CC=CC=1)(C1C=CC=CC=1)C1C=CC=CC=1. The catalyst is CN(C=O)C.N1C=CC=CC=1.O. The product is [CH3:1][O:2][C:3]1[CH:8]=[CH:7][C:6]([N:9]2[C:13]3[C:14](=[O:31])[N:15]([C:18]4[CH:23]=[CH:22][C:21]([N:24]5[CH:29]=[CH:28][CH:27]=[CH:26][C:25]5=[O:30])=[CH:20][CH:19]=4)[CH2:16][CH2:17][C:12]=3[C:11]([C:32]3[NH:36][N:35]=[N:34][N:33]=3)=[N:10]2)=[CH:5][CH:4]=1. The yield is 0.0900. (9) The reactants are [I:1][C:2]1[CH:23]=[CH:22][C:5]([C:6]([N:8]2[C:14]3[CH:15]=[CH:16][CH:17]=[CH:18][C:13]=3[CH2:12][N:11]3[CH:19]=[CH:20][CH:21]=[C:10]3[CH2:9]2)=[O:7])=[CH:4][C:3]=1[CH3:24].C(N(CC)C(C)C)(C)C.[Cl:34][C:35]([Cl:40])([Cl:39])[C:36](Cl)=[O:37].C(OCC)C. The catalyst is ClCCl. The product is [Cl:34][C:35]([Cl:40])([Cl:39])[C:36]([C:19]1[N:11]2[C:10]([CH2:9][N:8]([C:6](=[O:7])[C:5]3[CH:22]=[CH:23][C:2]([I:1])=[C:3]([CH3:24])[CH:4]=3)[C:14]3[CH:15]=[CH:16][CH:17]=[CH:18][C:13]=3[CH2:12]2)=[CH:21][CH:20]=1)=[O:37]. The yield is 0.780. (10) The reactants are [ClH:1].[F:2][C:3]1[CH:4]=[C:5]([C:10]2[C:18]3[C:13](=[CH:14][C:15]([O:19][CH2:20][CH2:21][CH:22]4[CH2:27][CH2:26][N:25]([S:28]([CH3:31])(=[O:30])=[O:29])[CH2:24][CH2:23]4)=[CH:16][CH:17]=3)[C:12](=[O:32])[C:11]=2[C:33]2[CH:34]=[N:35][C:36](OC)=[CH:37][CH:38]=2)[CH:6]=[C:7]([F:9])[CH:8]=1.O1CCN(CCO[C:50]2[CH:58]=C3C(C([C:50]4[CH:58]=CC=[CH:52][CH:51]=4)=C(Br)C3=O)=[CH:52][CH:51]=2)CC1.N1C2C(=CC=CC=2)C=C(B(O)O)C=1. No catalyst specified. The product is [ClH:1].[F:9][C:7]1[CH:6]=[C:5]([C:10]2[C:18]3[C:13](=[CH:14][C:15]([O:19][CH2:20][CH2:21][CH:22]4[CH2:23][CH2:24][N:25]([S:28]([CH3:31])(=[O:29])=[O:30])[CH2:26][CH2:27]4)=[CH:16][CH:17]=3)[C:12](=[O:32])[C:11]=2[C:33]2[CH:34]=[N:35][C:36]3[C:37]([CH:38]=2)=[CH:52][CH:51]=[CH:50][CH:58]=3)[CH:4]=[C:3]([F:2])[CH:8]=1. The yield is 0.790.